Dataset: Full USPTO retrosynthesis dataset with 1.9M reactions from patents (1976-2016). Task: Predict the reactants needed to synthesize the given product. (1) Given the product [CH2:12]([NH:19][C:4]1[C:5]([Cl:9])=[C:6]([Cl:8])[N:7]=[C:2]([Cl:1])[C:3]=1[Cl:11])[C:13]1[CH:18]=[CH:17][CH:16]=[CH:15][CH:14]=1, predict the reactants needed to synthesize it. The reactants are: [Cl:1][C:2]1[N:7]=[C:6]([Cl:8])[C:5]([Cl:9])=[C:4](Cl)[C:3]=1[Cl:11].[CH2:12]([NH2:19])[C:13]1[CH:18]=[CH:17][CH:16]=[CH:15][CH:14]=1. (2) Given the product [Br:1][C:2]1[CH:3]=[C:4]2[C:9](=[CH:10][C:11]=1[Cl:12])[N:8]=[C:7]([CH3:13])[N:6]=[C:5]2[N:18]1[CH2:19][CH2:20][N:15]([C:25]([O:27][C:28]([CH3:29])([CH3:30])[CH3:31])=[O:26])[CH:16]([C:21]([O:23][CH3:24])=[O:22])[CH2:17]1, predict the reactants needed to synthesize it. The reactants are: [Br:1][C:2]1[CH:3]=[C:4]2[C:9](=[CH:10][C:11]=1[Cl:12])[N:8]=[C:7]([CH3:13])[N:6]=[C:5]2Cl.[N:15]1([C:25]([O:27][C:28]([CH3:31])([CH3:30])[CH3:29])=[O:26])[CH2:20][CH2:19][NH:18][CH2:17][CH:16]1[C:21]([O:23][CH3:24])=[O:22].CCN(C(C)C)C(C)C. (3) The reactants are: [CH:1]1([N:6]2[C:11]3[N:12]=[C:13](S(C)=O)[N:14]=[CH:15][C:10]=3[CH:9]=[C:8]([CH2:19][O:20][C:21](=[O:23])[CH3:22])[C:7]2=[O:24])[CH2:5][CH2:4][CH2:3][CH2:2]1.[C:25]([O:29][C:30]([N:32]1[CH2:37][CH2:36][N:35]([C:38]2[CH:39]=[N:40][C:41]([NH2:44])=[CH:42][CH:43]=2)[CH2:34][CH2:33]1)=[O:31])([CH3:28])([CH3:27])[CH3:26]. Given the product [C:25]([O:29][C:30]([N:32]1[CH2:37][CH2:36][N:35]([C:38]2[CH:39]=[N:40][C:41]([NH:44][C:13]3[N:14]=[CH:15][C:10]4[CH:9]=[C:8]([CH2:19][O:20][C:21](=[O:23])[CH3:22])[C:7](=[O:24])[N:6]([CH:1]5[CH2:5][CH2:4][CH2:3][CH2:2]5)[C:11]=4[N:12]=3)=[CH:42][CH:43]=2)[CH2:34][CH2:33]1)=[O:31])([CH3:28])([CH3:26])[CH3:27], predict the reactants needed to synthesize it. (4) The reactants are: [CH:1]1([CH2:4][O:5][C:6]2[N:11]=[C:10]([C:12]([OH:14])=O)[CH:9]=[CH:8][C:7]=2[N:15]2[CH2:18][C:17]([F:20])([F:19])[CH2:16]2)[CH2:3][CH2:2]1.[NH2:21][C@@H:22]([C:27]([CH3:30])([CH3:29])[CH3:28])[C:23]([NH:25][CH3:26])=[O:24]. Given the product [CH:1]1([CH2:4][O:5][C:6]2[N:11]=[C:10]([C:12]([NH:21][C@@H:22]([C:27]([CH3:30])([CH3:29])[CH3:28])[C:23]([NH:25][CH3:26])=[O:24])=[O:14])[CH:9]=[CH:8][C:7]=2[N:15]2[CH2:18][C:17]([F:20])([F:19])[CH2:16]2)[CH2:2][CH2:3]1, predict the reactants needed to synthesize it. (5) The reactants are: [O:1]1[C:5]2([CH2:10][CH2:9][CH2:8][CH2:7][CH2:6]2)[O:4][CH2:3][C@@H:2]1[CH:11]=[N:12][OH:13].[Cl:14]N1C(=O)CCC1=O.O. Given the product [OH:13][N:12]=[C:11]([Cl:14])[C@H:2]1[CH2:3][O:4][C:5]2([CH2:10][CH2:9][CH2:8][CH2:7][CH2:6]2)[O:1]1, predict the reactants needed to synthesize it. (6) Given the product [Br:1][C:2]1[C:3]([NH:15][CH:10]2[CH2:14][CH2:13][CH2:12][CH2:11]2)=[N:4][C:5]([Cl:8])=[N:6][CH:7]=1, predict the reactants needed to synthesize it. The reactants are: [Br:1][C:2]1[C:3](Cl)=[N:4][C:5]([Cl:8])=[N:6][CH:7]=1.[CH:10]1([NH2:15])[CH2:14][CH2:13][CH2:12][CH2:11]1.CCN(C(C)C)C(C)C. (7) The reactants are: C(OC([N:8]1[C:12]2[CH:13]=[CH:14][C:15](B3OC(C)(C)C(C)(C)O3)=[CH:16][C:11]=2[N:10]=[C:9]1[CH2:26][O:27][C:28]1[CH:33]=[CH:32][C:31]([C:34]([F:37])([F:36])[F:35])=[CH:30][CH:29]=1)=O)(C)(C)C.Br[CH2:39][CH:40]([S:42]([C:45]1[CH:50]=[CH:49][CH:48]=[CH:47][CH:46]=1)(=[O:44])=[O:43])O.C(=O)([O-])[O-:52].[Na+].[Na+]. Given the product [F:37][C:34]([F:35])([F:36])[C:31]1[CH:32]=[CH:33][C:28]([O:27][CH2:26][C:9]2[NH:8][C:12]3[CH:13]=[CH:14][C:15]([C:46]4[CH:47]=[CH:48][CH:49]=[CH:50][C:45]=4[S:42]([CH2:40][CH2:39][OH:52])(=[O:44])=[O:43])=[CH:16][C:11]=3[N:10]=2)=[CH:29][CH:30]=1, predict the reactants needed to synthesize it.